This data is from Catalyst prediction with 721,799 reactions and 888 catalyst types from USPTO. The task is: Predict which catalyst facilitates the given reaction. (1) Reactant: [C:1]([C:9]1[CH:24]=[C:23]([CH2:25][CH3:26])[CH:22]=[CH:21][C:10]=1[O:11][C@@H:12]([CH3:20])[CH2:13][CH2:14][O:15]S(C)(=O)=O)(=[O:8])[C:2]1[CH:7]=[CH:6][CH:5]=[CH:4][CH:3]=1.C([O:29][C:30](=[O:41])[CH2:31][CH2:32][C:33]1[CH:34]=[N:35][C:36](O)=[CH:37][C:38]=1[CH3:39])C.C(=O)([O-])[O-].[Cs+].[Cs+].[OH-].[Na+]. Product: [C:1]([C:9]1[CH:24]=[C:23]([CH2:25][CH3:26])[CH:22]=[CH:21][C:10]=1[O:11][C@H:12]([CH3:20])[CH2:13][CH2:14][O:15][C:36]1[N:35]=[CH:34][C:33]([CH2:32][CH2:31][C:30]([OH:41])=[O:29])=[C:38]([CH3:39])[CH:37]=1)(=[O:8])[C:2]1[CH:7]=[CH:6][CH:5]=[CH:4][CH:3]=1. The catalyst class is: 3. (2) Reactant: [CH2:1]([Si:4]([Cl:7])([Cl:6])[Cl:5])[CH:2]=[CH2:3].[BH3:8]. Product: [Cl:5][Si:4]([CH2:1][CH2:2][CH2:3][B:8]([CH2:3][CH2:2][CH2:1][Si:4]([Cl:7])([Cl:6])[Cl:5])[CH2:3][CH2:2][CH2:1][Si:4]([Cl:7])([Cl:6])[Cl:5])([Cl:7])[Cl:6]. The catalyst class is: 7. (3) Reactant: [NH2:1][CH2:2][C@@H:3]1[CH2:8][CH2:7][CH2:6][CH2:5][N:4]1C(OC(C)(C)C)=O.[F:16][C:17]1[CH:38]=[CH:37][CH:36]=[C:35]([F:39])[C:18]=1[CH2:19][O:20][C:21]1[C:22]2[N:23]([C:28]([C:32](O)=[O:33])=[C:29]([CH3:31])[N:30]=2)[CH:24]=[C:25]([CH3:27])[CH:26]=1.CN(C(ON1N=NC2C=CC=NC1=2)=[N+](C)C)C.F[P-](F)(F)(F)(F)F.C(N(CC)C(C)C)(C)C. Product: [F:16][C:17]1[CH:38]=[CH:37][CH:36]=[C:35]([F:39])[C:18]=1[CH2:19][O:20][C:21]1[C:22]2[N:23]([C:28]([C:32]([NH:1][CH2:2][C@@H:3]3[CH2:8][CH2:7][CH2:6][CH2:5][NH:4]3)=[O:33])=[C:29]([CH3:31])[N:30]=2)[CH:24]=[C:25]([CH3:27])[CH:26]=1. The catalyst class is: 174. (4) Product: [CH2:16]([C:18]1[C:19](=[O:38])[N:20]([CH:25]2[CH2:26][CH2:27][N:28]([C:31]([O:33][C:34]([CH3:37])([CH3:36])[CH3:35])=[O:32])[CH2:29][CH2:30]2)[CH:21]=[CH:22][C:23]=1[O:6][S:3]([C:2]([F:15])([F:14])[F:1])(=[O:5])=[O:4])[CH3:17]. The catalyst class is: 17. Reactant: [F:1][C:2]([F:15])([F:14])[S:3]([O:6]S(C(F)(F)F)(=O)=O)(=[O:5])=[O:4].[CH2:16]([C:18]1[C:19](=[O:38])[N:20]([CH:25]2[CH2:30][CH2:29][N:28]([C:31]([O:33][C:34]([CH3:37])([CH3:36])[CH3:35])=[O:32])[CH2:27][CH2:26]2)[CH:21]=[CH:22][C:23]=1O)[CH3:17].O.